Predict the reactants needed to synthesize the given product. From a dataset of Full USPTO retrosynthesis dataset with 1.9M reactions from patents (1976-2016). (1) Given the product [C:8]([CH:9]1[CH2:10][CH2:11][CH:12]([CH:15]2[CH2:20][CH2:19][CH:18]([C:21]3[CH:26]=[CH:25][C:24]([CH2:27][CH2:28][CH3:29])=[CH:23][CH:22]=3)[CH2:17][CH2:16]2)[CH2:13][CH2:14]1)#[CH:7], predict the reactants needed to synthesize it. The reactants are: [Li]CCCC.Br[C:7](Br)=[CH:8][CH:9]1[CH2:14][CH2:13][CH:12]([CH:15]2[CH2:20][CH2:19][CH:18]([C:21]3[CH:26]=[CH:25][C:24]([CH2:27][CH2:28][CH3:29])=[CH:23][CH:22]=3)[CH2:17][CH2:16]2)[CH2:11][CH2:10]1.O.Cl. (2) Given the product [F:15][C:16]1[CH:21]=[CH:20][C:19]([C@H:22]([NH:24][C@H:10]2[CH2:11][CH2:12][C@@H:8]([C:5]3[CH:6]=[N:7][C:2]([F:1])=[CH:3][CH:4]=3)[CH2:9]2)[CH3:23])=[CH:18][C:17]=1[O:25][CH3:26], predict the reactants needed to synthesize it. The reactants are: [F:1][C:2]1[N:7]=[CH:6][C:5]([C@@H:8]2[CH2:12][CH2:11][C:10](=O)[CH2:9]2)=[CH:4][CH:3]=1.Cl.[F:15][C:16]1[CH:21]=[CH:20][C:19]([C@H:22]([NH2:24])[CH3:23])=[CH:18][C:17]=1[O:25][CH3:26].C(O[BH-](OC(=O)C)OC(=O)C)(=O)C.[Na+].C([O-])(O)=O.[Na+]. (3) Given the product [Si:22]([O:21][C@H:16]1[CH2:17][CH2:18][CH2:19][CH2:20][C@@H:15]1[N:13]1[CH2:14][C:9]2[C:10](=[CH:11][C:2]([CH:30]=[CH2:31])=[C:3]3[C:8]=2[N:7]=[CH:6][CH:5]=[CH:4]3)[C:12]1=[O:29])([C:25]([CH3:27])([CH3:26])[CH3:28])([CH3:24])[CH3:23], predict the reactants needed to synthesize it. The reactants are: Br[C:2]1[CH:11]=[C:10]2[C:12](=[O:29])[N:13]([C@H:15]3[CH2:20][CH2:19][CH2:18][CH2:17][C@@H:16]3[O:21][Si:22]([C:25]([CH3:28])([CH3:27])[CH3:26])([CH3:24])[CH3:23])[CH2:14][C:9]2=[C:8]2[C:3]=1[CH:4]=[CH:5][CH:6]=[N:7]2.[CH:30]([B-](F)(F)F)=[CH2:31].[K+].C(=O)([O-])[O-].[K+].[K+].C(=O)(O)[O-].[Na+]. (4) Given the product [CH3:1][O:2][C:3](=[O:28])[CH:4]([NH:20][C:21]([O:23][C:24]([CH3:27])([CH3:26])[CH3:25])=[O:22])[CH2:5][C:6]1[CH:7]=[N:8][CH:9]=[CH:10][C:11]=1[NH:12][C:13]([O:15][C:16]([CH3:19])([CH3:18])[CH3:17])=[O:14], predict the reactants needed to synthesize it. The reactants are: [CH3:1][O:2][C:3](=[O:28])[C:4]([NH:20][C:21]([O:23][C:24]([CH3:27])([CH3:26])[CH3:25])=[O:22])=[CH:5][C:6]1[CH:7]=[N:8][CH:9]=[CH:10][C:11]=1[NH:12][C:13]([O:15][C:16]([CH3:19])([CH3:18])[CH3:17])=[O:14].